From a dataset of Full USPTO retrosynthesis dataset with 1.9M reactions from patents (1976-2016). Predict the reactants needed to synthesize the given product. (1) Given the product [O:14]1[CH:16]=[N:12][C:11]([C:7]2([NH:6][S:4]([C:2]([CH3:15])([CH3:1])[CH3:3])=[O:5])[CH2:10][CH2:9][CH2:8]2)=[N:13]1, predict the reactants needed to synthesize it. The reactants are: [CH3:1][C:2]([CH3:15])([S:4]([NH:6][C:7]1(/[C:11](=[N:13]/[OH:14])/[NH2:12])[CH2:10][CH2:9][CH2:8]1)=[O:5])[CH3:3].[CH3:16]OC(OC)N(C)C. (2) Given the product [CH3:3][O:4][C:5]1[CH:13]=[CH:12][CH:11]=[C:10]2[C:6]=1[CH:7]=[C:8]([C:14]([O:16][CH3:17])=[O:15])[N:9]2[CH3:18], predict the reactants needed to synthesize it. The reactants are: [H-].[Na+].[CH3:3][O:4][C:5]1[CH:13]=[CH:12][CH:11]=[C:10]2[C:6]=1[CH:7]=[C:8]([C:14]([O:16][CH3:17])=[O:15])[NH:9]2.[CH3:18]I. (3) Given the product [Cl:1][C:2]1[CH:7]=[CH:6][C:5]([S:8]([N:11]([C@@H:12]2[CH2:18][C:17]([F:19])([F:20])[CH2:16][CH2:15][NH:14][C:13]2=[O:21])[CH2:23][C:24]2[CH:29]=[CH:28][C:27]([C:30]3[O:34][N:33]=[CH:32][CH:31]=3)=[CH:26][CH:25]=2)(=[O:9])=[O:10])=[CH:4][CH:3]=1, predict the reactants needed to synthesize it. The reactants are: [Cl:1][C:2]1[CH:7]=[CH:6][C:5]([S:8]([NH:11][C@@H:12]2[CH2:18][C:17]([F:20])([F:19])[CH2:16][CH2:15][NH:14][C:13]2=[O:21])(=[O:10])=[O:9])=[CH:4][CH:3]=1.Br[CH2:23][C:24]1[CH:29]=[CH:28][C:27]([C:30]2[O:34][N:33]=[CH:32][CH:31]=2)=[CH:26][CH:25]=1. (4) Given the product [C:6]([C:5]1[CH:4]=[C:3]([CH:14]=[C:13]([C:15]([F:18])([F:17])[F:16])[CH:12]=1)[C:1]#[N:2])(=[O:7])[CH3:19], predict the reactants needed to synthesize it. The reactants are: [C:1]([C:3]1[CH:4]=[C:5]([CH:12]=[C:13]([C:15]([F:18])([F:17])[F:16])[CH:14]=1)[C:6](N(OC)C)=[O:7])#[N:2].[CH3:19][Mg]Br.Cl.